From a dataset of NCI-60 drug combinations with 297,098 pairs across 59 cell lines. Regression. Given two drug SMILES strings and cell line genomic features, predict the synergy score measuring deviation from expected non-interaction effect. Drug 1: CCCCCOC(=O)NC1=NC(=O)N(C=C1F)C2C(C(C(O2)C)O)O. Drug 2: CC1CCC2CC(C(=CC=CC=CC(CC(C(=O)C(C(C(=CC(C(=O)CC(OC(=O)C3CCCCN3C(=O)C(=O)C1(O2)O)C(C)CC4CCC(C(C4)OC)OCCO)C)C)O)OC)C)C)C)OC. Cell line: LOX IMVI. Synergy scores: CSS=-1.91, Synergy_ZIP=3.22, Synergy_Bliss=0.732, Synergy_Loewe=-3.67, Synergy_HSA=-6.00.